This data is from Forward reaction prediction with 1.9M reactions from USPTO patents (1976-2016). The task is: Predict the product of the given reaction. (1) Given the reactants [CH:1]([C:4]1[C:8]([C:9]([O:11][CH2:12][CH3:13])=[O:10])=[CH:7][NH:6][N:5]=1)([CH3:3])[CH3:2].Cl[C:15]1[CH:20]=[CH:19][C:18]([C:21]([F:24])([F:23])[F:22])=[CH:17][N:16]=1.C(=O)([O-])[O-].[K+].[K+].Cl, predict the reaction product. The product is: [CH:1]([C:4]1[C:8]([C:9]([O:11][CH2:12][CH3:13])=[O:10])=[CH:7][N:6]([C:15]2[CH:20]=[CH:19][C:18]([C:21]([F:24])([F:23])[F:22])=[CH:17][N:16]=2)[N:5]=1)([CH3:3])[CH3:2]. (2) The product is: [Cl:25][C:26]1[CH:35]=[CH:34][CH:33]=[CH:32][C:27]=1[CH2:28][N:29]([CH2:30][CH3:31])[C:20](=[O:22])[CH2:19][O:18][C:17]1[CH:16]=[CH:15][C:14]([CH2:13][CH2:12][S:11][C:6]2[CH:7]=[CH:8][CH:9]=[CH:10][C:5]=2[C:3]([O:2][CH3:1])=[O:4])=[CH:24][CH:23]=1. Given the reactants [CH3:1][O:2][C:3]([C:5]1[CH:10]=[CH:9][CH:8]=[CH:7][C:6]=1[S:11][CH2:12][CH2:13][C:14]1[CH:24]=[CH:23][C:17]([O:18][CH2:19][C:20]([OH:22])=O)=[CH:16][CH:15]=1)=[O:4].[Cl:25][C:26]1[CH:35]=[CH:34][CH:33]=[CH:32][C:27]=1[CH2:28][NH:29][CH2:30][CH3:31].F[B-](F)(F)F.N1(OC(N(C)C)=[N+](C)C)C2C=CC=CC=2N=N1.C(N(C(C)C)C(C)C)C, predict the reaction product. (3) Given the reactants CC(C)([O-])C.[K+].[NH:7]1[C:11]2[CH:12]=[CH:13][CH:14]=[CH:15][C:10]=2[N:9]=[CH:8]1.Br[CH2:17][C:18]([NH:20][C:21]1[CH:26]=[CH:25][CH:24]=[C:23]([C:27]([F:30])([F:29])[F:28])[CH:22]=1)=[O:19], predict the reaction product. The product is: [N:7]1([CH2:17][C:18]([NH:20][C:21]2[CH:26]=[CH:25][CH:24]=[C:23]([C:27]([F:28])([F:29])[F:30])[CH:22]=2)=[O:19])[C:11]2[CH:12]=[CH:13][CH:14]=[CH:15][C:10]=2[N:9]=[CH:8]1. (4) Given the reactants Cl.[Cl:2][C:3]1[CH:4]=[CH:5][C:6]2[S:10][C:9]([C:11]3[CH:16]=[CH:15][CH:14]=[CH:13][CH:12]=3)=[C:8]([CH2:17][CH2:18][NH2:19])[C:7]=2[CH:20]=1.C(=O)([O-])[O-].[K+].[K+].[C:27](Cl)(=[O:29])[CH3:28], predict the reaction product. The product is: [Cl:2][C:3]1[CH:4]=[CH:5][C:6]2[S:10][C:9]([C:11]3[CH:16]=[CH:15][CH:14]=[CH:13][CH:12]=3)=[C:8]([CH2:17][CH2:18][NH:19][C:27](=[O:29])[CH3:28])[C:7]=2[CH:20]=1. (5) Given the reactants [CH3:1][C:2]1[CH:3]=[N:4][C:5]([CH2:11][S+:12]([O-:24])[C:13]2[NH:14][C:15]3[CH:16]=[CH:17][C:18]([O:22][CH3:23])=[CH:19][C:20]=3[N:21]=2)=[C:6]([CH3:10])[C:7]=1[O:8][CH3:9].[OH-].[Na+:26].O, predict the reaction product. The product is: [CH3:1][C:2]1[CH:3]=[N:4][C:5]([CH2:11][S+:12]([O-:24])[C:13]2[N-:14][C:15]3[CH:16]=[CH:17][C:18]([O:22][CH3:23])=[CH:19][C:20]=3[N:21]=2)=[C:6]([CH3:10])[C:7]=1[O:8][CH3:9].[Na+:26].